Task: Predict the reactants needed to synthesize the given product.. Dataset: Full USPTO retrosynthesis dataset with 1.9M reactions from patents (1976-2016) (1) Given the product [C:13]([C:12]1[CH:11]=[CH:10][C:9]([C:7]2[C:6]3[CH:17]=[CH:18][CH:19]=[CH:20][C:5]=3[C:4]3[C:21]([CH3:24])=[N:22][O:23][C:3]=3[CH:2]([NH:1][C:25](=[O:27])[CH3:26])[N:8]=2)=[CH:16][CH:15]=1)#[N:14], predict the reactants needed to synthesize it. The reactants are: [NH2:1][CH:2]1[N:8]=[C:7]([C:9]2[CH:16]=[CH:15][C:12]([C:13]#[N:14])=[CH:11][CH:10]=2)[C:6]2[CH:17]=[CH:18][CH:19]=[CH:20][C:5]=2[C:4]2[C:21]([CH3:24])=[N:22][O:23][C:3]1=2.[C:25](OC(=O)C)(=[O:27])[CH3:26].C(N(CC)CC)C. (2) Given the product [NH:8]1[CH2:26][CH2:25][CH2:24][C@H:9]1[C:10]([NH:12][CH2:13][C:14]([N:16]1[CH2:23][CH2:22][CH2:21][C@H:17]1[C:18]([OH:20])=[O:19])=[O:15])=[O:11], predict the reactants needed to synthesize it. The reactants are: C(O)(C(F)(F)F)=O.[N:8]1(C(OC(C)(C)C)=O)[CH2:26][CH2:25][CH2:24][C@H:9]1[C:10]([NH:12][CH2:13][C:14]([N:16]1[CH2:23][CH2:22][CH2:21][C@H:17]1[C:18]([OH:20])=[O:19])=[O:15])=[O:11]. (3) The reactants are: [OH:1][CH:2]1[CH2:5][N:4]([C:6]2[S:7][CH:8]=[C:9]([CH2:11][NH:12][C:13]([C:15]3[S:16][CH:17]=[CH:18][CH:19]=3)=[O:14])[N:10]=2)[CH2:3]1.[CH3:20][S:21](Cl)(=[O:23])=[O:22].C(N(CC)CC)C. Given the product [CH3:20][S:21]([O:1][CH:2]1[CH2:5][N:4]([C:6]2[S:7][CH:8]=[C:9]([CH2:11][NH:12][C:13]([C:15]3[S:16][CH:17]=[CH:18][CH:19]=3)=[O:14])[N:10]=2)[CH2:3]1)(=[O:23])=[O:22], predict the reactants needed to synthesize it. (4) Given the product [C:8]1([C:14]2[C:1]([CH2:2][N:3]3[CH2:6][CH2:7][C:10]4[C:5](=[C:25]([OH:26])[CH:13]=[CH:8][CH:9]=4)[CH2:4]3)=[N:16][NH:17][N:18]=2)[CH:9]=[CH:10][CH:11]=[CH:12][CH:13]=1, predict the reactants needed to synthesize it. The reactants are: [CH3:1][CH2:2][N:3]([CH2:6][CH3:7])[CH2:4][CH3:5].[C:8]1([C:14]2C(C=O)=[N:16][NH:17][N:18]=2)[CH:13]=[CH:12][CH:11]=[CH:10][CH:9]=1.C([BH3-])#N.[Na+].[CH3:25][OH:26].